From a dataset of Catalyst prediction with 721,799 reactions and 888 catalyst types from USPTO. Predict which catalyst facilitates the given reaction. (1) The catalyst class is: 3. Product: [CH2:1]([O:3][C:4]1[CH:9]=[CH:8][C:7]([C:10]2[C:15]([NH:16][C:29](=[O:30])[CH2:28][CH2:27][N:26]([C:32]3[CH:33]=[CH:34][C:35]([O:38][CH3:39])=[CH:36][CH:37]=3)[C:24](=[O:25])[O:23][C:19]([CH3:22])([CH3:21])[CH3:20])=[CH:14][CH:13]=[C:12]([O:17][CH3:18])[N:11]=2)=[CH:6][CH:5]=1)[CH3:2]. Reactant: [CH2:1]([O:3][C:4]1[CH:9]=[CH:8][C:7]([C:10]2[C:15]([NH2:16])=[CH:14][CH:13]=[C:12]([O:17][CH3:18])[N:11]=2)=[CH:6][CH:5]=1)[CH3:2].[C:19]([O:23][C:24]([N:26]([C:32]1[CH:37]=[CH:36][C:35]([O:38][CH3:39])=[CH:34][CH:33]=1)[CH2:27][CH2:28][C:29](O)=[O:30])=[O:25])([CH3:22])([CH3:21])[CH3:20].C(N(CC)CC)C.CCN=C=NCCCN(C)C.C1C=CC2N(O)N=NC=2C=1.C(=O)(O)[O-].[Na+]. (2) Reactant: [OH-].[Na+].C[O:4][C:5](=[O:26])[CH:6]([OH:25])[CH2:7][O:8][C:9]1[CH:14]=[CH:13][C:12]([C:15]([NH:17][C:18]([O:20][C:21]([CH3:24])([CH3:23])[CH3:22])=[O:19])=[NH:16])=[CH:11][CH:10]=1.C(O)(=O)C. Product: [C:21]([O:20][C:18]([NH:17][C:15](=[NH:16])[C:12]1[CH:13]=[CH:14][C:9]([O:8][CH2:7][CH:6]([OH:25])[C:5]([OH:26])=[O:4])=[CH:10][CH:11]=1)=[O:19])([CH3:24])([CH3:22])[CH3:23]. The catalyst class is: 132. (3) Reactant: [CH2:1]([N:5]1[CH:10]=[CH:9][C:8](O)=[CH:7][C:6]1=[O:12])[CH2:2][CH2:3][CH3:4].P(Br)(Br)([Br:15])=O. Product: [Br:15][C:8]1[CH:9]=[CH:10][N:5]([CH2:1][CH2:2][CH2:3][CH3:4])[C:6](=[O:12])[CH:7]=1. The catalyst class is: 3. (4) Reactant: [CH3:1][O:2][C:3]1[CH:8]=[C:7]([N+:9]([O-])=O)[CH:6]=[CH:5][C:4]=1[C:12]1[CH:13]=[N:14][N:15]([CH3:17])[CH:16]=1.[H][H]. Product: [CH3:1][O:2][C:3]1[CH:8]=[C:7]([NH2:9])[CH:6]=[CH:5][C:4]=1[C:12]1[CH:13]=[N:14][N:15]([CH3:17])[CH:16]=1. The catalyst class is: 43. (5) Reactant: [Br:1][C:2]1[CH:11]=[C:10]2[C:5]([C:6](Cl)=[N:7][C:8]([Cl:12])=[N:9]2)=[CH:4][C:3]=1[F:14].[NH:15]1[CH2:20][CH2:19][O:18][CH2:17][CH2:16]1. Product: [Br:1][C:2]1[CH:11]=[C:10]2[C:5]([C:6]([N:15]3[CH2:20][CH2:19][O:18][CH2:17][CH2:16]3)=[N:7][C:8]([Cl:12])=[N:9]2)=[CH:4][C:3]=1[F:14]. The catalyst class is: 2.